From a dataset of Full USPTO retrosynthesis dataset with 1.9M reactions from patents (1976-2016). Predict the reactants needed to synthesize the given product. (1) Given the product [CH3:8][N:9]([CH2:16][N:3]1[CH:4]=[CH:5][N:6]=[C:2]1[CH3:1])[CH3:10], predict the reactants needed to synthesize it. The reactants are: [CH3:1][C:2]1[NH:3][CH:4]=[CH:5][N:6]=1.Cl.[CH3:8][NH:9][CH3:10].Cl.C=O.[OH-].[K+].[C:16](=O)([O-])[O-].[K+].[K+]. (2) Given the product [CH3:22][C:23]1[CH:32]=[CH:31][C:30]2[C:25](=[CH:26][CH:27]=[CH:28][CH:29]=2)[C:24]=1[NH:33][C:2]1[CH:3]=[CH:4][CH:5]=[C:6]2[C:11]=1[N:10]=[C:9]([C:12]1[C:21]3[C:16](=[CH:17][CH:18]=[CH:19][CH:20]=3)[CH:15]=[CH:14][CH:13]=1)[CH:8]=[CH:7]2, predict the reactants needed to synthesize it. The reactants are: Br[C:2]1[CH:3]=[CH:4][CH:5]=[C:6]2[C:11]=1[N:10]=[C:9]([C:12]1[C:21]3[C:16](=[CH:17][CH:18]=[CH:19][CH:20]=3)[CH:15]=[CH:14][CH:13]=1)[CH:8]=[CH:7]2.[CH3:22][C:23]1[CH:32]=[CH:31][C:30]2[C:25](=[CH:26][CH:27]=[CH:28][CH:29]=2)[C:24]=1[NH2:33].C1(P(C2CCCCC2)C2C=CC=CC=2C2C=CC=CC=2N(C)C)CCCCC1.CC([O-])(C)C.[Na+]. (3) Given the product [Br:1][C:2]1[CH:3]=[N:4][C:5]2[N:6]([N:8]=[C:9]([C:11]([N:20]3[CH2:19][CH2:18][N:17]4[C:21]([C:24]5[S:25][CH:26]=[CH:27][CH:28]=5)=[N:22][N:23]=[C:16]4[CH:15]3[CH3:14])=[O:13])[CH:10]=2)[CH:7]=1, predict the reactants needed to synthesize it. The reactants are: [Br:1][C:2]1[CH:3]=[N:4][C:5]2[N:6]([N:8]=[C:9]([C:11]([OH:13])=O)[CH:10]=2)[CH:7]=1.[CH3:14][CH:15]1[NH:20][CH2:19][CH2:18][N:17]2[C:21]([C:24]3[S:25][CH:26]=[CH:27][CH:28]=3)=[N:22][N:23]=[C:16]12. (4) Given the product [Cl:15][C:16]1[CH:21]=[C:20]([C:2]2[N:7]=[N:6][C:5]([NH2:8])=[N:4][C:3]=2[C:9]2[CH:14]=[CH:13][CH:12]=[CH:11][CH:10]=2)[CH:19]=[CH:18][CH:17]=1, predict the reactants needed to synthesize it. The reactants are: Br[C:2]1[N:7]=[N:6][C:5]([NH2:8])=[N:4][C:3]=1[C:9]1[CH:14]=[CH:13][CH:12]=[CH:11][CH:10]=1.[Cl:15][C:16]1[CH:17]=[C:18](B(O)O)[CH:19]=[CH:20][CH:21]=1. (5) The reactants are: [O:1]1CCO[CH:2]1[CH2:6][N:7]1[C:16]2[C:11](=[CH:12][CH:13]=[C:14]([N:17]3[CH:21]=[CH:20][N:19]=[CH:18]3)[CH:15]=2)[C:10]([CH3:22])=[CH:9][C:8]1=[O:23].FC(F)(F)C(O)=O.C(=O)([O-])O.[Na+]. Given the product [N:17]1([C:14]2[CH:15]=[C:16]3[C:11]([C:10]([CH3:22])=[CH:9][C:8](=[O:23])[N:7]3[CH2:6][CH:2]=[O:1])=[CH:12][CH:13]=2)[CH:21]=[CH:20][N:19]=[CH:18]1, predict the reactants needed to synthesize it. (6) Given the product [Br:1][C:2]1[CH:3]=[C:4]2[C:8](=[CH:9][CH:10]=1)[NH:7][C:6](=[O:11])[C:5]2=[CH:30][C:25]1[NH:26][C:27]2[C:23]([CH:24]=1)=[CH:22][C:21]([O:20][CH2:19][CH2:18][N:12]1[CH2:17][CH2:16][O:15][CH2:14][CH2:13]1)=[CH:29][CH:28]=2, predict the reactants needed to synthesize it. The reactants are: [Br:1][C:2]1[CH:3]=[C:4]2[C:8](=[CH:9][CH:10]=1)[NH:7][C:6](=[O:11])[CH2:5]2.[N:12]1([CH2:18][CH2:19][O:20][C:21]2[CH:22]=[C:23]3[C:27](=[CH:28][CH:29]=2)[NH:26][C:25]([CH:30]=O)=[CH:24]3)[CH2:17][CH2:16][O:15][CH2:14][CH2:13]1.N1CCCCC1. (7) Given the product [C:1]([O:5][CH:6]([SH:15])[CH2:7][CH2:8][CH2:9][CH2:10][CH3:11])([CH3:4])([CH3:3])[CH3:2], predict the reactants needed to synthesize it. The reactants are: [C:1]([O:5][CH2:6][CH2:7][CH2:8][CH2:9][CH2:10][CH2:11]Cl)([CH3:4])([CH3:3])[CH3:2].NC(N)=[S:15].[OH-].[Na+]. (8) Given the product [Cl:1][CH2:2][C:3]1[O:4][CH:5]=[C:6]([C:8]([OH:10])=[O:9])[N:7]=1, predict the reactants needed to synthesize it. The reactants are: [Cl:1][CH2:2][C:3]1[O:4][CH:5]=[C:6]([C:8]([O:10]C)=[O:9])[N:7]=1.[OH-].[Li+]. (9) Given the product [N:1]1[CH:6]=[CH:5][CH:4]=[CH:3][C:2]=1[C:7]1[N:8]=[C:9]([NH:15][C:16]2[N:17]=[CH:18][CH:19]=[CH:20][N:21]=2)[S:10][C:11]=1[C:12]([O:14][CH3:22])=[O:13], predict the reactants needed to synthesize it. The reactants are: [N:1]1[CH:6]=[CH:5][CH:4]=[CH:3][C:2]=1[C:7]1[N:8]=[C:9]([NH:15][C:16]2[N:21]=[CH:20][CH:19]=[CH:18][N:17]=2)[S:10][C:11]=1[C:12]([OH:14])=[O:13].[CH3:22]O. (10) Given the product [Br:15][CH2:14][C:1]1[CH:2]=[CH:3][C:4]([C:7]2([C:10]([O:12][CH3:13])=[O:11])[CH2:9][CH2:8]2)=[CH:5][CH:6]=1, predict the reactants needed to synthesize it. The reactants are: [C:1]1([CH3:14])[CH:6]=[CH:5][C:4]([C:7]2([C:10]([O:12][CH3:13])=[O:11])[CH2:9][CH2:8]2)=[CH:3][CH:2]=1.[Br:15]N1C(=O)CCC1=O.